Dataset: Forward reaction prediction with 1.9M reactions from USPTO patents (1976-2016). Task: Predict the product of the given reaction. The product is: [CH:1]([N:14]1[CH2:17][C:16]([C:20]([F:22])([F:21])[F:19])([OH:18])[CH2:15]1)([C:8]1[CH:13]=[CH:12][CH:11]=[CH:10][CH:9]=1)[C:2]1[CH:3]=[CH:4][CH:5]=[CH:6][CH:7]=1.[C:33]([OH:32])([C:20]([F:22])([F:21])[F:19])=[O:18]. Given the reactants [CH:1]([N:14]1[CH2:17][C:16](=[O:18])[CH2:15]1)([C:8]1[CH:13]=[CH:12][CH:11]=[CH:10][CH:9]=1)[C:2]1[CH:7]=[CH:6][CH:5]=[CH:4][CH:3]=1.[F:19][C:20]([Si](C)(C)C)([F:22])[F:21].[F-].[Cs+].C1[CH2:33][O:32]CC1, predict the reaction product.